From a dataset of Reaction yield outcomes from USPTO patents with 853,638 reactions. Predict the reaction yield, written as a fraction of the theoretical maximum amount of product (1.0 means a 100% yield; for example, 0.34 means a 34% yield). (1) The product is [Cl:11][C:7]1[CH:6]=[C:5]([C:3](=[O:4])[CH2:2][N:16]2[C:12](=[O:22])[C:13]3[C:14](=[CH:18][CH:19]=[CH:20][CH:21]=3)[C:15]2=[O:17])[CH:10]=[CH:9][CH:8]=1. The yield is 1.17. The reactants are Br[CH2:2][C:3]([C:5]1[CH:10]=[CH:9][CH:8]=[C:7]([Cl:11])[CH:6]=1)=[O:4].[C:12]1(=[O:22])[NH:16][C:15](=[O:17])[C:14]2=[CH:18][CH:19]=[CH:20][CH:21]=[C:13]12.[K]. The catalyst is CN(C)C=O. (2) The reactants are [CH3:1][C:2]1[CH:7]=[CH:6][C:5]([NH:8][C:9](=[O:15])[O:10][C:11]([CH3:14])([CH3:13])[CH3:12])=[CH:4][C:3]=1[O:16][C:17]1[CH:18]=[N:19][C:20]([N+:23]([O-])=O)=[CH:21][CH:22]=1. The catalyst is CO.[C].[Pd]. The product is [NH2:23][C:20]1[N:19]=[CH:18][C:17]([O:16][C:3]2[CH:4]=[C:5]([NH:8][C:9](=[O:15])[O:10][C:11]([CH3:13])([CH3:12])[CH3:14])[CH:6]=[CH:7][C:2]=2[CH3:1])=[CH:22][CH:21]=1. The yield is 0.990. (3) The reactants are Cl.[CH3:2][C:3]1[C:7]2[N:8]=[CH:9][N:10]=[C:11]([NH:12][NH2:13])[C:6]=2[S:5][CH:4]=1.[N:14]1[CH:19]=[CH:18][CH:17]=[C:16]([CH:20]=O)[CH:15]=1. The catalyst is C(O)C. The product is [CH3:2][C:3]1[C:7]2[N:8]=[CH:9][N:10]=[C:11]([NH:12][N:13]=[CH:20][C:16]3[CH:15]=[N:14][CH:19]=[CH:18][CH:17]=3)[C:6]=2[S:5][CH:4]=1. The yield is 0.710. (4) The reactants are [Cl-].O[NH3+:3].[C:4](=[O:7])([O-])[OH:5].[Na+].CS(C)=O.[CH2:13]([C:17]1[N:22]2[N:23]=[CH:24][N:25]=[C:21]2[N:20]([C:26]2[CH:31]=[CH:30][C:29]([O:32][CH3:33])=[C:28]([F:34])[CH:27]=2)[C:19](=[O:35])[C:18]=1[CH2:36][C:37]1[CH:42]=[CH:41][C:40]([C:43]2[C:44]([C:49]#[N:50])=[CH:45][CH:46]=[CH:47][CH:48]=2)=[CH:39][CH:38]=1)[CH2:14][CH2:15][CH3:16]. The catalyst is C(OCC)(=O)C. The product is [CH2:13]([C:17]1[N:22]2[N:23]=[CH:24][N:25]=[C:21]2[N:20]([C:26]2[CH:31]=[CH:30][C:29]([O:32][CH3:33])=[C:28]([F:34])[CH:27]=2)[C:19](=[O:35])[C:18]=1[CH2:36][C:37]1[CH:38]=[CH:39][C:40]([C:43]2[CH:48]=[CH:47][CH:46]=[CH:45][C:44]=2[C:49]2[NH:3][C:4](=[O:7])[O:5][N:50]=2)=[CH:41][CH:42]=1)[CH2:14][CH2:15][CH3:16]. The yield is 0.530. (5) The catalyst is C1(C)C=CC=CC=1. The reactants are [Cl-].[Al+3].[Cl-].[Cl-].C(S)CCCCCCCCCCC.[CH3:18][O:19][C:20](=[O:31])[C:21]1[CH:26]=[C:25]([Cl:27])[C:24]([O:28]C)=[CH:23][C:22]=1[OH:30]. The product is [CH3:18][O:19][C:20](=[O:31])[C:21]1[CH:26]=[C:25]([Cl:27])[C:24]([OH:28])=[CH:23][C:22]=1[OH:30]. The yield is 0.873. (6) The yield is 0.740. The product is [CH3:11][N:12]1[C:16]([CH3:17])=[C:15]([C:2]2[CH:3]=[CH:4][C:5]([F:10])=[C:6]([CH:9]=2)[CH:7]=[O:8])[CH:14]=[N:13]1. The catalyst is CN(C=O)C.O.C1C=CC([P]([Pd]([P](C2C=CC=CC=2)(C2C=CC=CC=2)C2C=CC=CC=2)([P](C2C=CC=CC=2)(C2C=CC=CC=2)C2C=CC=CC=2)[P](C2C=CC=CC=2)(C2C=CC=CC=2)C2C=CC=CC=2)(C2C=CC=CC=2)C2C=CC=CC=2)=CC=1. The reactants are Br[C:2]1[CH:3]=[CH:4][C:5]([F:10])=[C:6]([CH:9]=1)[CH:7]=[O:8].[CH3:11][N:12]1[C:16]([CH3:17])=[C:15](B2OC(C)(C)C(C)(C)O2)[CH:14]=[N:13]1.C([O-])([O-])=O.[K+].[K+]. (7) The reactants are COC[O:4][C:5]1[CH:10]=[C:9]([O:11]COC)[CH:8]=[CH:7][C:6]=1[CH:15]1[CH2:20][CH2:19][CH2:18][CH:17]([CH2:21][OH:22])[CH2:16]1. The catalyst is CO. The product is [OH:22][CH2:21][CH:17]1[CH2:18][CH2:19][CH2:20][CH:15]([C:6]2[CH:7]=[CH:8][C:9]([OH:11])=[CH:10][C:5]=2[OH:4])[CH2:16]1. The yield is 0.0800. (8) The reactants are [N+:1]([C:4]1[CH:11]=[CH:10][CH:9]=[CH:8][C:5]=1[CH:6]=O)([O-:3])=[O:2].C(O)=O.[C:15]([OH:21])(=[O:20])[CH2:16]C(O)=O.C([O-])=O.[NH4+:25].Cl. The catalyst is O. The product is [NH2:25][CH:6]([C:5]1[CH:8]=[CH:9][CH:10]=[CH:11][C:4]=1[N+:1]([O-:3])=[O:2])[CH2:16][C:15]([OH:21])=[O:20]. The yield is 0.646. (9) The reactants are [C:1]([O:5][C:6]([N:8]1[C:17]2[C:12](=[CH:13][CH:14]=[CH:15][CH:16]=2)[C:11](=[O:18])[CH2:10][C:9]1([CH3:20])[CH3:19])=[O:7])([CH3:4])([CH3:3])[CH3:2].I[CH3:22].[H-].[Na+]. The catalyst is CN(C=O)C. The product is [C:1]([O:5][C:6]([N:8]1[C:17]2[C:12](=[CH:13][CH:14]=[CH:15][CH:16]=2)[C:11](=[O:18])[CH:10]([CH3:22])[C:9]1([CH3:20])[CH3:19])=[O:7])([CH3:4])([CH3:2])[CH3:3]. The yield is 0.860.